From a dataset of Reaction yield outcomes from USPTO patents with 853,638 reactions. Predict the reaction yield, written as a fraction of the theoretical maximum amount of product (1.0 means a 100% yield; for example, 0.34 means a 34% yield). (1) The reactants are [CH2:1]([C:4]1[CH:9]=[CH:8][C:7]([Cl:10])=[C:6]([C:11]2[CH:16]=[CH:15][CH:14]=[CH:13][C:12]=2[Cl:17])[C:5]=1[OH:18])[CH:2]=[CH2:3]. The catalyst is C(Cl)Cl.CC1C=CC=CC=1[P](C1C=CC=CC=1C)([Pd](Cl)(Cl)[P](C1=C(C)C=CC=C1)(C1C=CC=CC=1C)C1C=CC=CC=1C)C1C=CC=CC=1C. The product is [Cl:17][C:12]1[CH:13]=[CH:14][CH:15]=[CH:16][C:11]=1[C:6]1[C:5]([OH:18])=[C:4]([CH:1]=[CH:2][CH3:3])[CH:9]=[CH:8][C:7]=1[Cl:10]. The yield is 0.480. (2) The yield is 0.880. The product is [F:1][C:2]1[CH:3]=[C:4]([CH:22]=[CH:23][CH:24]=1)[CH2:5][O:6][C:7]1[CH:12]=[CH:11][C:10]([N:13]2[C:17](=[O:18])[CH2:16][C@H:15]([C:19]([NH2:26])=[O:20])[CH2:14]2)=[CH:9][CH:8]=1. The catalyst is O1CCCC1. The reactants are [F:1][C:2]1[CH:3]=[C:4]([CH:22]=[CH:23][CH:24]=1)[CH2:5][O:6][C:7]1[CH:12]=[CH:11][C:10]([N:13]2[C:17](=[O:18])[CH2:16][C@H:15]([C:19](O)=[O:20])[CH2:14]2)=[CH:9][CH:8]=1.C[N:26]1CCOCC1.ClC(OCC)=O. (3) The reactants are [C:1]1([C:7]2[C:8]([C:27](OC)=[O:28])=[CH:9][N:10]([S:18]([C:21]3[CH:26]=[CH:25][CH:24]=[CH:23][CH:22]=3)(=[O:20])=[O:19])[C:11]=2[C:12]2[CH:17]=[CH:16][CH:15]=[CH:14][CH:13]=2)[CH:6]=[CH:5][CH:4]=[CH:3][CH:2]=1.[H-].C([Al+]CC(C)C)C(C)C. The catalyst is C1(C)C=CC=CC=1. The product is [C:1]1([C:7]2[C:8]([CH2:27][OH:28])=[CH:9][N:10]([S:18]([C:21]3[CH:22]=[CH:23][CH:24]=[CH:25][CH:26]=3)(=[O:19])=[O:20])[C:11]=2[C:12]2[CH:17]=[CH:16][CH:15]=[CH:14][CH:13]=2)[CH:2]=[CH:3][CH:4]=[CH:5][CH:6]=1. The yield is 0.880. (4) The reactants are Cl.[NH2:2][C:3]1[C:4]([C:19]([NH2:21])=[O:20])=[CH:5][C:6]2[C:14]3[C:9](=[CH:10][CH:11]=[CH:12][CH:13]=3)[N:8]([CH2:15][CH2:16][NH2:17])[C:7]=2[N:18]=1.[C:22](OC(=O)C)(=[O:24])[CH3:23]. The catalyst is N1C=CC=CC=1.CN(C1C=CN=CC=1)C. The product is [C:22]([NH:17][CH2:16][CH2:15][N:8]1[C:9]2[C:14](=[CH:13][CH:12]=[CH:11][CH:10]=2)[C:6]2[CH:5]=[C:4]([C:19]([NH2:21])=[O:20])[C:3]([NH2:2])=[N:18][C:7]1=2)(=[O:24])[CH3:23]. The yield is 0.190. (5) The reactants are [C:1]([O:5][C:6]([N:8]1[CH2:13][CH2:12][CH:11]([OH:14])[CH2:10][CH2:9]1)=[O:7])([CH3:4])([CH3:3])[CH3:2].[H-].[Na+].Cl[C:18]1[N:23]=[N:22][C:21]([CH:24]2[CH2:29][CH2:28][CH2:27][CH2:26][CH2:25]2)=[C:20]([C:30]2[CH:35]=[CH:34][C:33]([O:36][CH:37]3[CH2:42][CH2:41][CH2:40][CH2:39][CH2:38]3)=[CH:32][CH:31]=2)[CH:19]=1. The catalyst is C1COCC1. The product is [C:1]([O:5][C:6]([N:8]1[CH2:13][CH2:12][CH:11]([O:14][C:18]2[N:23]=[N:22][C:21]([CH:24]3[CH2:25][CH2:26][CH2:27][CH2:28][CH2:29]3)=[C:20]([C:30]3[CH:31]=[CH:32][C:33]([O:36][CH:37]4[CH2:42][CH2:41][CH2:40][CH2:39][CH2:38]4)=[CH:34][CH:35]=3)[CH:19]=2)[CH2:10][CH2:9]1)=[O:7])([CH3:4])([CH3:2])[CH3:3]. The yield is 0.810. (6) The reactants are [CH2:1](O)[CH2:2][CH3:3].[NH2:5][CH:6]([C:11]1[CH:16]=[CH:15][C:14]([F:17])=[CH:13][CH:12]=1)[CH2:7][C:8]([OH:10])=[O:9].S(=O)(=O)(O)O.[OH-].[Na+]. No catalyst specified. The product is [NH2:5][CH:6]([C:11]1[CH:12]=[CH:13][C:14]([F:17])=[CH:15][CH:16]=1)[CH2:7][C:8]([O:10][CH2:1][CH2:2][CH3:3])=[O:9]. The yield is 0.846.